Dataset: Forward reaction prediction with 1.9M reactions from USPTO patents (1976-2016). Task: Predict the product of the given reaction. (1) Given the reactants C[O:2][C:3]([C:5]1[CH:21]=[CH:20][C:8]2[N:9]=[C:10]([C:12]3[C:17]([Cl:18])=[CH:16][CH:15]=[CH:14][C:13]=3[Cl:19])[NH:11][C:7]=2[CH:6]=1)=[O:4].[OH-].[Na+], predict the reaction product. The product is: [Cl:19][C:13]1[CH:14]=[CH:15][CH:16]=[C:17]([Cl:18])[C:12]=1[C:10]1[NH:11][C:7]2[CH:6]=[C:5]([C:3]([OH:4])=[O:2])[CH:21]=[CH:20][C:8]=2[N:9]=1. (2) Given the reactants [CH3:1][C:2]1[CH:7]=[C:6](B2OC(C)(C)C(C)(C)O2)[CH:5]=[CH:4][N:3]=1.[Br:17][C:18]1[CH:23]=[CH:22][C:21](I)=[CH:20][CH:19]=1.P([O-])([O-])([O-])=O.[K+].[K+].[K+].C(N(CC(O)=O)CC(O)=O)CN(CC(O)=O)CC(O)=O, predict the reaction product. The product is: [Br:17][C:18]1[CH:19]=[C:20]([C:6]2[CH:5]=[CH:4][N:3]=[C:2]([CH3:1])[CH:7]=2)[CH:21]=[CH:22][CH:23]=1. (3) Given the reactants [OH:1][CH2:2][CH2:3][CH:4]1[NH:9][CH2:8][CH2:7][N:6]2[CH:10]=[C:11]([C:13]3[CH:18]=[CH:17][CH:16]=[CH:15][C:14]=3[O:19][CH3:20])[N:12]=[C:5]12.O.[C:22]([O:26][C:27](O[C:27]([O:26][C:22]([CH3:25])([CH3:24])[CH3:23])=[O:28])=[O:28])([CH3:25])([CH3:24])[CH3:23].[OH-].[Na+], predict the reaction product. The product is: [CH3:23][C:22]([CH3:25])([O:26][C:27]([N:9]1[CH2:8][CH2:7][N:6]2[CH:10]=[C:11]([C:13]3[CH:18]=[CH:17][CH:16]=[CH:15][C:14]=3[O:19][CH3:20])[N:12]=[C:5]2[CH:4]1[CH2:3][CH2:2][OH:1])=[O:28])[CH3:24].